Predict the reactants needed to synthesize the given product. From a dataset of Full USPTO retrosynthesis dataset with 1.9M reactions from patents (1976-2016). (1) Given the product [CH:42]1[C:43]2[NH:44][C:45]3[C:50](=[CH:49][CH:48]=[CH:47][CH:46]=3)[C:51]=2[C:39]([C:9]2[CH:10]=[CH:11][C:12]([NH:15][C:16](=[O:22])[O:17][C:18]([CH3:19])([CH3:20])[CH3:21])=[N:13][CH:14]=2)=[CH:40][CH:41]=1, predict the reactants needed to synthesize it. The reactants are: CC1(C)C(C)(C)OB([C:9]2[CH:10]=[CH:11][C:12]([NH:15][C:16](=[O:22])[O:17][C:18]([CH3:21])([CH3:20])[CH3:19])=[N:13][CH:14]=2)O1.C(=O)([O-])[O-].[Cs+].[Cs+].ClCCl.FC(F)(F)S(O[C:39]1[C:51]2[C:50]3[C:45](=[CH:46][CH:47]=[CH:48][CH:49]=3)[NH:44][C:43]=2[CH:42]=[CH:41][CH:40]=1)(=O)=O. (2) Given the product [O:1]([C:3]1[CH:8]=[CH:7][C:6]([C:9]2[N:18]=[C:17]([C:19]([N:28]3[CH2:27][CH2:26][C:25]4[C:30](=[CH:31][CH:32]=[C:33]([CH3:34])[C:24]=4[OH:23])[CH2:29]3)=[O:20])[C:16]3[C:11](=[CH:12][CH:13]=[CH:14][CH:15]=3)[N:10]=2)=[CH:5][CH:4]=1)[CH3:2], predict the reactants needed to synthesize it. The reactants are: [O:1]([C:3]1[CH:8]=[CH:7][C:6]([C:9]2[N:18]=[C:17]([C:19](O)=[O:20])[C:16]3[C:11](=[CH:12][CH:13]=[CH:14][CH:15]=3)[N:10]=2)=[CH:5][CH:4]=1)[CH3:2].Cl.[OH:23][C:24]1[C:33]([CH3:34])=[CH:32][CH:31]=[C:30]2[C:25]=1[CH2:26][CH2:27][NH:28][CH2:29]2. (3) Given the product [NH2:1][C:2]1[CH:9]=[CH:8][C:15]([C:14]([OH:12])=[O:16])=[C:4]([Cl:10])[C:3]=1[F:11], predict the reactants needed to synthesize it. The reactants are: [NH2:1][C:2]1[CH:9]=[CH:8]C(C#N)=[C:4]([Cl:10])[C:3]=1[F:11].[OH-:12].[Na+].[CH2:14]([OH:16])[CH3:15].Cl. (4) Given the product [OH:1][C:2]1[CH:3]=[C:4]([CH3:28])[C:5]([CH:9]2[C:10](=[O:21])[CH:11]3[CH:16]([CH:15]4[CH2:19][CH2:20][CH:12]3[CH2:13][CH2:14]4)[C:17]2=[O:18])=[C:6]([CH3:8])[CH:7]=1, predict the reactants needed to synthesize it. The reactants are: [OH:1][C:2]1[CH:7]=[C:6]([CH3:8])[C:5]([C:9]2[C:17](=[O:18])[CH:16]3[CH:11]([CH:12]4[CH2:20][CH2:19][CH:15]3[CH2:14][CH2:13]4)[C:10]=2[O:21]C(=O)C(C)(C)C)=[C:4]([CH3:28])[CH:3]=1.C(=O)([O-])[O-].[K+].[K+].Cl. (5) Given the product [NH:26]1[C:22]([C:17]2[CH:18]=[CH:19][CH:20]=[CH:21][C:16]=2[C:13]2[CH:12]=[CH:11][C:10]([CH2:9][N:8]3[C:7]4[C:46]([C:50]([O:52][C:53]([O:56][C:57]([O:59][C@@H:60]5[CH2:64][O:63][C@@H:62]6[C@H:65]([O:68][C:69](=[O:83])[CH2:70][CH2:71][CH2:72][CH:73]([O:79][N+:80]([O-:82])=[O:81])[CH2:74][O:75][N+:76]([O-:78])=[O:77])[CH2:66][O:67][C@H:61]56)=[O:58])([CH3:55])[CH3:54])=[O:51])=[CH:47][CH:48]=[CH:49][C:6]=4[N:5]=[C:4]3[O:3][CH2:1][CH3:2])=[CH:15][CH:14]=2)=[N:23][N:24]=[N:25]1, predict the reactants needed to synthesize it. The reactants are: [CH2:1]([O:3][C:4]1[N:8]([CH2:9][C:10]2[CH:15]=[CH:14][C:13]([C:16]3[CH:21]=[CH:20][CH:19]=[CH:18][C:17]=3[C:22]3[N:26](C(C4C=CC=CC=4)(C4C=CC=CC=4)C4C=CC=CC=4)[N:25]=[N:24][N:23]=3)=[CH:12][CH:11]=2)[C:7]2[C:46]([C:50]([O:52][C:53]([O:56][C:57]([O:59][C@@H:60]3[CH2:64][O:63][C@@H:62]4[C@H:65]([O:68][C:69](=[O:83])[CH2:70][CH2:71][CH2:72][CH:73]([O:79][N+:80]([O-:82])=[O:81])[CH2:74][O:75][N+:76]([O-:78])=[O:77])[CH2:66][O:67][C@H:61]34)=[O:58])([CH3:55])[CH3:54])=[O:51])=[CH:47][CH:48]=[CH:49][C:6]=2[N:5]=1)[CH3:2].CO. (6) Given the product [CH3:13][O:14][C:15]1[CH:20]=[CH:19][CH:18]=[CH:17][C:16]=1[C:2]1[CH:12]=[C:6]([C:7]([O:9][CH2:10][CH3:11])=[O:8])[CH:5]=[N:4][CH:3]=1, predict the reactants needed to synthesize it. The reactants are: Br[C:2]1[CH:3]=[N:4][CH:5]=[C:6]([CH:12]=1)[C:7]([O:9][CH2:10][CH3:11])=[O:8].[CH3:13][O:14][C:15]1[CH:20]=[CH:19][CH:18]=[CH:17][C:16]=1B(O)O.C([O-])([O-])=O.[K+].[K+]. (7) Given the product [Cl:1][C:2]1[CH:3]=[CH:4][C:5]([C:8]2[S:12][C:11]3[C:13](=[O:15])[N:19]([CH2:21][C:34]4[CH:33]=[CH:32][CH:31]=[C:30]([O:29][CH:26]5[CH2:27][CH2:28][N:23]([CH3:22])[CH2:24][CH2:25]5)[N:35]=4)[CH:18]=[N:17][C:10]=3[CH:9]=2)=[CH:6][CH:7]=1, predict the reactants needed to synthesize it. The reactants are: [Cl:1][C:2]1[CH:7]=[CH:6][C:5]([C:8]2[S:12][C:11]([C:13]([O:15]C)=O)=[C:10](/[N:17]=[CH:18]/[N:19]([CH3:21])C)[CH:9]=2)=[CH:4][CH:3]=1.[CH3:22][N:23]1[CH2:28][CH2:27][CH:26]([O:29][C:30]2[N:35]=[C:34](CN)[CH:33]=[CH:32][CH:31]=2)[CH2:25][CH2:24]1.C1(O)C=CC=CC=1. (8) Given the product [Cl:1][C:2]1[CH:8]=[C:7]([CH3:9])[CH:6]=[C:5]2[C:3]=1[N:4]=[C:15]([CH3:17])[C:14]([CH3:18])=[C:13]2[OH:12], predict the reactants needed to synthesize it. The reactants are: [Cl:1][C:2]1[CH:8]=[C:7]([CH3:9])[CH:6]=[CH:5][C:3]=1[NH2:4].C([O:12][C:13](=O)[CH:14]([CH3:18])[C:15]([CH3:17])=O)C. (9) Given the product [OH:4][C:5]1[CH:24]=[CH:23][C:8]([C:9]2[CH:10]([N:28]3[CH:27]=[N:31][N:30]=[N:29]3)[O:11][C:12]3[C:17]([CH:18]=2)=[CH:16][CH:15]=[C:14]([OH:19])[CH:13]=3)=[CH:7][CH:6]=1, predict the reactants needed to synthesize it. The reactants are: C([O:4][C:5]1[CH:24]=[CH:23][C:8]([C:9]2[CH2:10][O:11][C:12]3[C:17]([CH:18]=2)=[CH:16][CH:15]=[C:14]([O:19]C(=O)C)[CH:13]=3)=[CH:7][CH:6]=1)(=O)C.C[Si](C)(C)[C:27]1[NH:31][N:30]=[N:29][N:28]=1.